This data is from Full USPTO retrosynthesis dataset with 1.9M reactions from patents (1976-2016). The task is: Predict the reactants needed to synthesize the given product. (1) Given the product [F:45][C:44]([F:46])([F:47])[C:42]1[CH:43]=[C:38]([NH:35][C:6]([N:8]2[CH2:9][CH2:10][N:11]([C:14]3[C:19]([Cl:20])=[N:18][CH:17]=[CH:16][N:15]=3)[CH2:12][CH2:13]2)=[O:7])[CH:39]=[C:40]([C:48]([F:49])([F:51])[F:50])[CH:41]=1, predict the reactants needed to synthesize it. The reactants are: C(O[C:6]([N:8]1[CH2:13][CH2:12][N:11]([C:14]2[C:19]([Cl:20])=[N:18][CH:17]=[CH:16][N:15]=2)[CH2:10][CH2:9]1)=[O:7])(C)(C)C.Cl.O1CCOCC1.C(N(CC)CC)C.[N:35]([C:38]1[CH:43]=[C:42]([C:44]([F:47])([F:46])[F:45])[CH:41]=[C:40]([C:48]([F:51])([F:50])[F:49])[CH:39]=1)=C=O. (2) The reactants are: [CH3:1][C:2]1[CH:6]=[C:5]([NH:7][S:8]([C:11]2[CH:16]=[CH:15][C:14](Br)=[CH:13][CH:12]=2)(=[O:10])=[O:9])[O:4][N:3]=1.[CH3:18][C:19]1[CH:20]=[C:21](B(O)O)[CH:22]=[CH:23][CH:24]=1. Given the product [CH3:1][C:2]1[CH:6]=[C:5]([NH:7][S:8]([C:11]2[CH:16]=[CH:15][C:14]([C:23]3[CH:22]=[CH:21][CH:20]=[C:19]([CH3:18])[CH:24]=3)=[CH:13][CH:12]=2)(=[O:10])=[O:9])[O:4][N:3]=1, predict the reactants needed to synthesize it. (3) Given the product [CH:13]1([NH:16][C:6]2[N:7]=[C:2]([N:17]3[CH2:22][CH2:21][O:20][CH2:19][CH2:18]3)[N:3]=[C:4]([C:9]([O:11][CH2:12][CH3:23])=[O:10])[CH:5]=2)[CH2:15][CH2:14]1, predict the reactants needed to synthesize it. The reactants are: Cl[C:2]1[N:7]=[C:6](Cl)[CH:5]=[C:4]([C:9]([O:11][CH3:12])=[O:10])[N:3]=1.[CH:13]1([NH2:16])[CH2:15][CH2:14]1.[NH:17]1[CH2:22][CH2:21][O:20][CH2:19][CH2:18]1.[CH2:23](N(CC)CC)C. (4) Given the product [CH2:26]([O:12][CH2:11][C:10]1[N:9]([CH3:13])[C:8](=[O:14])[N:7]([CH:15]([CH3:17])[CH3:16])[C:6]=1[O:5][C:4]1[CH:18]=[C:19]([Cl:21])[CH:20]=[C:2]([Cl:1])[CH:3]=1)[C:27]1[CH:32]=[CH:31][CH:30]=[CH:29][CH:28]=1, predict the reactants needed to synthesize it. The reactants are: [Cl:1][C:2]1[CH:3]=[C:4]([CH:18]=[C:19]([Cl:21])[CH:20]=1)[O:5][C:6]1[N:7]([CH:15]([CH3:17])[CH3:16])[C:8](=[O:14])[N:9]([CH3:13])[C:10]=1[CH2:11][OH:12].[H-].[Na+].[H][H].[CH2:26](Br)[C:27]1[CH:32]=[CH:31][CH:30]=[CH:29][CH:28]=1. (5) Given the product [C:22]([NH:25][C:26]1[N:31]=[CH:30][C:29]([NH:32][C:19]([C:6]2[N:7]([CH2:11][C:12]3[CH:17]=[CH:16][CH:15]=[C:14]([F:18])[CH:13]=3)[C:8]3[C:4]([CH:5]=2)=[CH:3][C:2]([F:1])=[CH:10][CH:9]=3)=[O:21])=[CH:28][CH:27]=1)(=[O:24])[CH3:23], predict the reactants needed to synthesize it. The reactants are: [F:1][C:2]1[CH:3]=[C:4]2[C:8](=[CH:9][CH:10]=1)[N:7]([CH2:11][C:12]1[CH:17]=[CH:16][CH:15]=[C:14]([F:18])[CH:13]=1)[C:6]([C:19]([OH:21])=O)=[CH:5]2.[C:22]([NH:25][C:26]1[N:31]=[CH:30][C:29]([NH2:32])=[CH:28][CH:27]=1)(=[O:24])[CH3:23].